From a dataset of Full USPTO retrosynthesis dataset with 1.9M reactions from patents (1976-2016). Predict the reactants needed to synthesize the given product. (1) Given the product [CH2:1]([O:8][C:9]1[CH:10]=[CH:11][C:12]([CH2:13][OH:14])=[CH:15][CH:16]=1)[C:2]1[CH:3]=[CH:4][CH:5]=[CH:6][CH:7]=1, predict the reactants needed to synthesize it. The reactants are: [CH2:1]([O:8][C:9]1[CH:16]=[CH:15][C:12]([CH:13]=[O:14])=[CH:11][CH:10]=1)[C:2]1[CH:7]=[CH:6][CH:5]=[CH:4][CH:3]=1.[BH4-].[Na+]. (2) Given the product [CH3:3][C:2]([C:35]([OH:37])=[O:36])([C:4]1[CH:9]=[CH:8][C:7]([CH:10]([OH:34])[CH2:11][CH2:12][CH2:13][N:14]2[CH2:15][CH2:16][CH:17]([C:20]([OH:33])([C:21]3[CH:26]=[CH:25][CH:24]=[CH:23][CH:22]=3)[C:27]3[CH:28]=[CH:29][CH:30]=[CH:31][CH:32]=3)[CH2:18][CH2:19]2)=[CH:6][CH:5]=1)[CH3:1].[ClH:42], predict the reactants needed to synthesize it. The reactants are: [CH3:1][C:2]([C:35]([OH:37])=[O:36])([C:4]1[CH:5]=[CH:6][C:7]([CH:10]([OH:34])[CH2:11][CH2:12][CH2:13][N:14]2[CH2:19][CH2:18][CH:17]([C:20]([OH:33])([C:27]3[CH:28]=[CH:29][CH:30]=[CH:31][CH:32]=3)[C:21]3[CH:22]=[CH:23][CH:24]=[CH:25][CH:26]=3)[CH2:16][CH2:15]2)=[CH:8][CH:9]=1)[CH3:3].CC(C)=O.[ClH:42]. (3) The reactants are: [Cl:1][C:2]1[CH:3]=[N:4][C:5]2[N:6]([N:8]=[C:9]([C:11]([OH:13])=O)[CH:10]=2)[CH:7]=1.[CH3:14][CH:15]1[C:24]2[C:19](=[C:20]([N:25]3[CH2:30][CH2:29][O:28][CH2:27][CH2:26]3)[CH:21]=[CH:22][CH:23]=2)[CH2:18][CH2:17][NH:16]1. Given the product [Cl:1][C:2]1[CH:3]=[N:4][C:5]2[N:6]([N:8]=[C:9]([C:11]([N:16]3[CH2:17][CH2:18][C:19]4[C:24](=[CH:23][CH:22]=[CH:21][C:20]=4[N:25]4[CH2:30][CH2:29][O:28][CH2:27][CH2:26]4)[CH:15]3[CH3:14])=[O:13])[CH:10]=2)[CH:7]=1, predict the reactants needed to synthesize it. (4) The reactants are: [CH3:1]C(C)=CC(N)=O.[C:8]([NH:12][C:13]([CH3:20])([CH3:19])[CH2:14][S:15]([OH:18])(=[O:17])=[O:16])(=[O:11])[CH:9]=[CH2:10].C(C=CC(N)=O)C=CC(N)=O.[OH-].[Na+:33].CCCCCCCC/C=C\CCCCCCCCOCCO.N#N.S(OOS([O-])(=O)=O)([O-])(=O)=O.[NH4+].[NH4+]. Given the product [CH3:1][N:12]([CH3:13])[C:8](=[O:11])[CH:9]=[CH2:10].[Na+:33].[C:8]([NH:12][C:13]([CH3:20])([CH3:19])[CH2:14][S:15]([O-:18])(=[O:16])=[O:17])(=[O:11])[CH:9]=[CH2:10], predict the reactants needed to synthesize it. (5) Given the product [CH3:42][N:43]([CH3:48])[S:44]([NH:1][C:2]1[CH:3]=[CH:4][C:5]([O:6][C:7]2[CH:8]=[CH:9][C:10]([CH2:14][N:15]3[CH2:16][CH2:17][CH:18]([N:21]4[C@H:25]([C:26]5[CH:27]=[CH:28][CH:29]=[CH:30][CH:31]=5)[CH2:24][O:23][C:22]4=[O:32])[CH2:19][CH2:20]3)=[C:11]([CH3:13])[N:12]=2)=[CH:33][C:34]=1[CH3:35])(=[O:46])=[O:45], predict the reactants needed to synthesize it. The reactants are: [NH2:1][C:2]1[CH:34]=[CH:33][C:5]([O:6][C:7]2[N:12]=[C:11]([CH3:13])[C:10]([CH2:14][N:15]3[CH2:20][CH2:19][CH:18]([N:21]4[C@H:25]([C:26]5[CH:31]=[CH:30][CH:29]=[CH:28][CH:27]=5)[CH2:24][O:23][C:22]4=[O:32])[CH2:17][CH2:16]3)=[CH:9][CH:8]=2)=[CH:4][CH:3]=1.[CH3:35]CN(CC)CC.[CH3:42][N:43]([CH3:48])[S:44](Cl)(=[O:46])=[O:45]. (6) Given the product [NH2:15][C:12]1[CH:13]=[CH:14][C:9]([N:5]2[CH2:6][CH2:7][CH2:8][CH:3]([N:2]([CH3:18])[CH3:1])[CH2:4]2)=[CH:10][CH:11]=1, predict the reactants needed to synthesize it. The reactants are: [CH3:1][N:2]([CH3:18])[CH:3]1[CH2:8][CH2:7][CH2:6][N:5]([C:9]2[CH:14]=[CH:13][C:12]([N+:15]([O-])=O)=[CH:11][CH:10]=2)[CH2:4]1.[H][H].